Dataset: Reaction yield outcomes from USPTO patents with 853,638 reactions. Task: Predict the reaction yield, written as a fraction of the theoretical maximum amount of product (1.0 means a 100% yield; for example, 0.34 means a 34% yield). (1) The reactants are [Br:1][C:2]1[CH:3]=[CH:4][C:5]2[N:6]([CH2:16][CH:17](O)[CH2:18][N:19]([C:32]3[CH:37]=[CH:36][CH:35]=[C:34]([O:38][CH3:39])[CH:33]=3)[S:20]([C:23]3[CH:28]=[CH:27][C:26]([N+:29]([O-:31])=[O:30])=[CH:25][CH:24]=3)(=[O:22])=[O:21])[C:7]3[C:12]([C:13]=2[CH:14]=1)=[CH:11][C:10]([Br:15])=[CH:9][CH:8]=3.C(N(S(F)(F)[F:47])CC)C. No catalyst specified. The product is [Br:1][C:2]1[CH:3]=[CH:4][C:5]2[N:6]([CH2:16][CH:17]([F:47])[CH2:18][N:19]([C:32]3[CH:37]=[CH:36][CH:35]=[C:34]([O:38][CH3:39])[CH:33]=3)[S:20]([C:23]3[CH:28]=[CH:27][C:26]([N+:29]([O-:31])=[O:30])=[CH:25][CH:24]=3)(=[O:22])=[O:21])[C:7]3[C:12]([C:13]=2[CH:14]=1)=[CH:11][C:10]([Br:15])=[CH:9][CH:8]=3. The yield is 1.00. (2) The reactants are [CH2:1]([O:3][C:4]1[C:5]([C:11]2[CH:16]=[CH:15][C:14]([CH2:17][C:18]([OH:20])=O)=[C:13]([F:21])[CH:12]=2)=[CH:6][NH:7][C:8](=[O:10])[CH:9]=1)[CH3:2].[F:22][C:23]([F:32])([F:31])[C:24]1[CH:25]=[C:26]([CH:28]=[CH:29][CH:30]=1)[NH2:27].CN(C(ON1N=NC2C=CC=NC1=2)=[N+](C)C)C.F[P-](F)(F)(F)(F)F.CCN(C(C)C)C(C)C. The catalyst is CN(C=O)C. The product is [CH2:1]([O:3][C:4]1[C:5]([C:11]2[CH:16]=[CH:15][C:14]([CH2:17][C:18]([NH:27][C:26]3[CH:28]=[CH:29][CH:30]=[C:24]([C:23]([F:22])([F:31])[F:32])[CH:25]=3)=[O:20])=[C:13]([F:21])[CH:12]=2)=[CH:6][NH:7][C:8](=[O:10])[CH:9]=1)[CH3:2]. The yield is 0.120. (3) The yield is 0.930. The reactants are [CH:1]1[C:6]([CH:7]=[O:8])=[CH:5][CH:4]=[C:3]([CH:9]=O)[CH:2]=1.[H][H].[NH2:13][CH2:14][C:15]1[CH:20]=[CH:19][CH:18]=[CH:17][N:16]=1. The product is [N:16]1[CH:17]=[CH:18][CH:19]=[CH:20][C:15]=1[CH2:14][NH:13][CH2:9][C:3]1[CH:2]=[CH:1][C:6]([CH2:7][OH:8])=[CH:5][CH:4]=1. The catalyst is [Pd].CO.NCC1C=CC=CN=1.